This data is from Forward reaction prediction with 1.9M reactions from USPTO patents (1976-2016). The task is: Predict the product of the given reaction. (1) The product is: [O:30]1[CH2:31][CH2:32][N:27]([C:2]2[C:11]3[C:6](=[CH:7][C:8]([S:12]([NH:15][C:16]4[S:17][CH:18]=[CH:19][N:20]=4)(=[O:14])=[O:13])=[CH:9][CH:10]=3)[CH:5]=[CH:4][N:3]=2)[CH2:28][CH2:29]1. Given the reactants Cl[C:2]1[C:11]2[C:6](=[CH:7][C:8]([S:12]([NH:15][C:16]3[S:17][CH:18]=[CH:19][N:20]=3)(=[O:14])=[O:13])=[CH:9][CH:10]=2)[CH:5]=[CH:4][N:3]=1.C(=O)([O-])[O-].[K+].[K+].[NH:27]1[CH2:32][CH2:31][O:30][CH2:29][CH2:28]1, predict the reaction product. (2) Given the reactants [N:1]1([C:7]([C:9]2[CH:14]=[CH:13][C:12]([C:15]3[CH:20]=[CH:19][C:18]([O:21][CH2:22][CH2:23][CH2:24][N:25]4[CH2:30][CH2:29][CH2:28][CH2:27][CH2:26]4)=[CH:17][CH:16]=3)=[CH:11][CH:10]=2)=O)[CH2:6][CH2:5][CH2:4][CH2:3][CH2:2]1.[H-].[Al+3].[Li+].[H-].[H-].[H-].O.[OH-].[Na+], predict the reaction product. The product is: [N:1]1([CH2:7][C:9]2[CH:10]=[CH:11][C:12]([C:15]3[CH:20]=[CH:19][C:18]([O:21][CH2:22][CH2:23][CH2:24][N:25]4[CH2:26][CH2:27][CH2:28][CH2:29][CH2:30]4)=[CH:17][CH:16]=3)=[CH:13][CH:14]=2)[CH2:2][CH2:3][CH2:4][CH2:5][CH2:6]1. (3) Given the reactants [C:1]([C:3]1[CH:4]=[N:5][N:6]2[C:11](=[O:12])[C:10]([CH:13]([CH3:15])[CH3:14])=[C:9]([C:16]3[CH:17]=[N:18][N:19]([C:21]([CH3:26])([CH3:25])[C:22]([OH:24])=O)[CH:20]=3)[NH:8][C:7]=12)#[N:2].Cl.CN.[CH3:30][N:31](C(ON1N=NC2C=CC=NC1=2)=[N+](C)C)C.F[P-](F)(F)(F)(F)F.CCN(C(C)C)C(C)C, predict the reaction product. The product is: [C:1]([C:3]1[CH:4]=[N:5][N:6]2[C:11](=[O:12])[C:10]([CH:13]([CH3:14])[CH3:15])=[C:9]([C:16]3[CH:17]=[N:18][N:19]([C:21]([CH3:25])([CH3:26])[C:22]([NH:31][CH3:30])=[O:24])[CH:20]=3)[NH:8][C:7]=12)#[N:2].